From a dataset of Aqueous solubility values for 9,982 compounds from the AqSolDB database. Regression/Classification. Given a drug SMILES string, predict its absorption, distribution, metabolism, or excretion properties. Task type varies by dataset: regression for continuous measurements (e.g., permeability, clearance, half-life) or binary classification for categorical outcomes (e.g., BBB penetration, CYP inhibition). For this dataset (solubility_aqsoldb), we predict Y. (1) The molecule is COc1ccc2cc(C(C)C(=O)OCCO)ccc2c1. The Y is -3.33 log mol/L. (2) The drug is NS(=O)(=O)c1nnc(NS(=O)(=O)c2c(F)c(F)c(F)c(F)c2F)s1. The Y is -1.21 log mol/L. (3) The molecule is CC(COc1ccccc1)NC(C)C(O)c1ccc(O)cc1. The Y is -1.53 log mol/L. (4) The molecule is CCC(C)C(C)(COC(N)=O)COC(N)=O. The Y is -2.37 log mol/L. (5) The compound is NC(=O)NN=C[C@@H](O)[C@@H](O)[C@H](O)[C@H](O)CO. The Y is -0.530 log mol/L. (6) The molecule is Cc1cc(NS(=O)(=O)c2ccc(N)cc2)no1. The Y is -2.62 log mol/L. (7) The drug is CC(C=O)(CO)CO. The Y is 0.929 log mol/L. (8) The drug is CN1c2ccccc2C(O)(c2ccccc2)c2ccccc21. The Y is -3.90 log mol/L. (9) The drug is O=C1C=Cc2cc(S(=O)(=O)[O-])cc(S(=O)(=O)[O-])c2/C1=N/Nc1ccc(S(=O)(=O)[O-])c2ccccc12.[Na+].[Na+].[Na+]. The Y is -0.878 log mol/L.